Dataset: Experimentally validated miRNA-target interactions with 360,000+ pairs, plus equal number of negative samples. Task: Binary Classification. Given a miRNA mature sequence and a target amino acid sequence, predict their likelihood of interaction. The miRNA is mmu-miR-5114 with sequence ACUGGAGACGGAAGCUGCAAGA. The protein sequence of the target gene is MVTVGNYCEAEGPVGPAWMQDGLSPCFFFTLVPSTRMALGTLALVLALPCRRRERPAGADSLSWGAGPRISPYVLQLLLATLQAALPLAGLAGRVGTARGAPLPSYLLLASVLESLAGACGLWLLVVERSQARQRLAMGIWIKFRHSPGLLLLWTVAFAAENLALVSWNSPQWWWARADLGQQVQFSLWVLRYVVSGGLFVLGLWAPGLRPQSYTLQVHEEDQDVERSQVRSAAQQSTWRDFGRKLRLLSGYLWPRGSPALQLVVLICLGLMGLERALNVLVPIFYRNIVNLLTEKAPWN.... Result: 0 (no interaction).